Dataset: Forward reaction prediction with 1.9M reactions from USPTO patents (1976-2016). Task: Predict the product of the given reaction. (1) Given the reactants C([O:8][NH:9][C:10](=[O:32])[CH2:11][CH2:12][CH2:13][CH2:14][CH2:15][CH2:16][CH2:17][O:18][C:19]1[CH:31]=[CH:30][C:29]2[C:28]3[C:23](=[CH:24][CH:25]=[CH:26][CH:27]=3)[NH:22][C:21]=2[CH:20]=1)C1C=CC=CC=1, predict the reaction product. The product is: [OH:8][NH:9][C:10](=[O:32])[CH2:11][CH2:12][CH2:13][CH2:14][CH2:15][CH2:16][CH2:17][O:18][C:19]1[CH:31]=[CH:30][C:29]2[C:28]3[C:23](=[CH:24][CH:25]=[CH:26][CH:27]=3)[NH:22][C:21]=2[CH:20]=1. (2) Given the reactants [OH:1][NH:2][C:3](=[O:23])[CH:4]([OH:22])[CH2:5][S:6]([C:9]1[CH:14]=[CH:13][C:12]([O:15][C:16]2[CH:21]=[CH:20][CH:19]=[CH:18][CH:17]=2)=[CH:11][CH:10]=1)(=[O:8])=[O:7].C1COCC1.NO, predict the reaction product. The product is: [OH:1][NH:2][C:3](=[O:23])[C@@H:4]([OH:22])[CH2:5][S:6]([C:9]1[CH:10]=[CH:11][C:12]([O:15][C:16]2[CH:17]=[CH:18][CH:19]=[CH:20][CH:21]=2)=[CH:13][CH:14]=1)(=[O:7])=[O:8]. (3) Given the reactants [I:1][C:2]1[CH:3]=[C:4]2[C:9](=[C:10]([C:12]([OH:14])=O)[CH:11]=1)[N:8]=[CH:7][N:6]([C:15]1[CH:20]=[C:19]([C:21]([O:23][CH3:24])=[O:22])[CH:18]=[CH:17][C:16]=1[CH3:25])[C:5]2=[O:26].[N:27]1C=CC=CC=1.C(OC(OC(C)(C)C)=O)(OC(C)(C)C)=O, predict the reaction product. The product is: [NH2:27][C:12]([C:10]1[CH:11]=[C:2]([I:1])[CH:3]=[C:4]2[C:9]=1[N:8]=[CH:7][N:6]([C:15]1[CH:20]=[C:19]([CH:18]=[CH:17][C:16]=1[CH3:25])[C:21]([O:23][CH3:24])=[O:22])[C:5]2=[O:26])=[O:14]. (4) Given the reactants C([Li])CCC.C(NC(C)C)(C)C.[CH2:13]([O:15][C:16]([CH:18]1[CH2:23][CH2:22][N:21]([C:24]([O:26][C:27]([CH3:30])([CH3:29])[CH3:28])=[O:25])[CH2:20][CH2:19]1)=[O:17])[CH3:14].[CH3:31][O:32][CH2:33]Cl.[Cl-].[NH4+], predict the reaction product. The product is: [CH2:13]([O:15][C:16]([C:18]1([CH2:31][O:32][CH3:33])[CH2:23][CH2:22][N:21]([C:24]([O:26][C:27]([CH3:29])([CH3:28])[CH3:30])=[O:25])[CH2:20][CH2:19]1)=[O:17])[CH3:14]. (5) Given the reactants [C:1]1([C:7]23[CH2:14][NH:13][CH2:12][CH:11]2[CH2:10][O:9][NH:8]3)[CH:6]=[CH:5][CH:4]=[CH:3][CH:2]=1.[C:15]([O:19][C:20](O[C:20]([O:19][C:15]([CH3:18])([CH3:17])[CH3:16])=[O:21])=[O:21])([CH3:18])([CH3:17])[CH3:16].C(N(CC)CC)C, predict the reaction product. The product is: [C:15]([O:19][C:20]([N:13]1[CH2:12][CH:11]2[C:7]([C:1]3[CH:2]=[CH:3][CH:4]=[CH:5][CH:6]=3)([NH:8][O:9][CH2:10]2)[CH2:14]1)=[O:21])([CH3:18])([CH3:17])[CH3:16]. (6) Given the reactants [C:1]([N:8]1[CH2:13][CH2:12][C:11](=O)[CH2:10][CH2:9]1)([O:3][C:4]([CH3:7])([CH3:6])[CH3:5])=[O:2].FC(F)CN, predict the reaction product. The product is: [C:1]([N:8]1[CH2:9][CH2:10][CH2:11][CH2:12][CH2:13]1)([O:3][C:4]([CH3:7])([CH3:6])[CH3:5])=[O:2]. (7) Given the reactants [Cl:1][C:2]1[CH:3]=[C:4]([C:8]2[N:9]=[C:10]([N:16]3[C:20]4[CH:21]=[C:22]([OH:25])[CH:23]=[CH:24][C:19]=4[N:18]=[CH:17]3)[S:11][C:12]=2[C:13]([NH2:15])=[O:14])[CH:5]=[CH:6][CH:7]=1.C(=O)([O-])[O-].[Cs+].[Cs+].Br[CH2:33][CH2:34][CH2:35][CH2:36][Cl:37], predict the reaction product. The product is: [Cl:37][CH2:36][CH2:35][CH2:34][CH2:33][O:25][C:22]1[CH:23]=[CH:24][C:19]2[N:18]=[CH:17][N:16]([C:10]3[S:11][C:12]([C:13]([NH2:15])=[O:14])=[C:8]([C:4]4[CH:5]=[CH:6][CH:7]=[C:2]([Cl:1])[CH:3]=4)[N:9]=3)[C:20]=2[CH:21]=1.